Dataset: Forward reaction prediction with 1.9M reactions from USPTO patents (1976-2016). Task: Predict the product of the given reaction. (1) Given the reactants [Br:1][C:2]1[CH:7]=[CH:6][C:5]([CH2:8][CH2:9][C:10]#[CH:11])=[CH:4][CH:3]=1.[CH2:12]([N:19]=[N+:20]=[N-:21])[C:13]1[CH:18]=[CH:17][CH:16]=[CH:15][CH:14]=1, predict the reaction product. The product is: [CH2:12]([N:19]1[CH:11]=[C:10]([CH2:9][CH2:8][C:5]2[CH:6]=[CH:7][C:2]([Br:1])=[CH:3][CH:4]=2)[N:21]=[N:20]1)[C:13]1[CH:18]=[CH:17][CH:16]=[CH:15][CH:14]=1. (2) Given the reactants [F:1][C:2]1[CH:7]=[CH:6][C:5]([F:8])=[CH:4][C:3]=1[CH:9]([S:22]([C:25]1[CH:30]=[CH:29][C:28]([F:31])=[CH:27][CH:26]=1)(=[O:24])=[O:23])[C:10]1[C:11]([CH3:21])=[CH:12][C:13]([C:16]([NH:18][CH2:19][OH:20])=[O:17])=[N:14][CH:15]=1.[C:32](OC(=O)C)(=[O:34])[CH3:33], predict the reaction product. The product is: [C:32]([O:20][CH2:19][NH:18][C:16]([C:13]1[CH:12]=[C:11]([CH3:21])[C:10]([CH:9]([C:3]2[CH:4]=[C:5]([F:8])[CH:6]=[CH:7][C:2]=2[F:1])[S:22]([C:25]2[CH:26]=[CH:27][C:28]([F:31])=[CH:29][CH:30]=2)(=[O:24])=[O:23])=[CH:15][N:14]=1)=[O:17])(=[O:34])[CH3:33]. (3) The product is: [CH3:31][NH:32][C:1](=[O:3])[CH2:4][NH:5][C:6]([NH:8][CH2:9][C:10]1[CH:28]=[CH:27][C:13]([C:14]([N:16]2[C:22]3[CH:23]=[CH:24][CH:25]=[CH:26][C:21]=3[CH2:20][CH2:19][CH2:18][CH2:17]2)=[O:15])=[CH:12][C:11]=1[CH3:29])=[O:7]. Given the reactants [C:1]([CH2:4][NH:5][C:6]([NH:8][CH2:9][C:10]1[CH:28]=[CH:27][C:13]([C:14]([N:16]2[C:22]3[CH:23]=[CH:24][CH:25]=[CH:26][C:21]=3[CH2:20][CH2:19][CH2:18][CH2:17]2)=[O:15])=[CH:12][C:11]=1[CH3:29])=[O:7])([OH:3])=O.C[CH2:31][N:32](C(C)C)C(C)C.C1CN([P+](Br)(N2CCCC2)N2CCCC2)CC1.F[P-](F)(F)(F)(F)F.Cl.CN, predict the reaction product.